Predict the product of the given reaction. From a dataset of Forward reaction prediction with 1.9M reactions from USPTO patents (1976-2016). (1) Given the reactants C([O:4][CH2:5][CH:6]([NH:12][C:13]([C:15]1[C:20]([I:21])=[C:19]([NH:22][C:23](=[O:30])[C@@H:24]([O:26]C(=O)C)[CH3:25])[C:18]([I:31])=[C:17]([C:32]([NH:34][CH:35]([CH2:41][O:42]C(=O)C)[CH2:36][O:37]C(=O)C)=[O:33])[C:16]=1[I:46])=[O:14])[CH2:7][O:8]C(=O)C)(=O)C.O.[OH-].[Na+], predict the reaction product. The product is: [OH:42][CH2:41][CH:35]([NH:34][C:32]([C:17]1[C:18]([I:31])=[C:19]([NH:22][C:23](=[O:30])[C@@H:24]([OH:26])[CH3:25])[C:20]([I:21])=[C:15]([C:13]([NH:12][CH:6]([CH2:7][OH:8])[CH2:5][OH:4])=[O:14])[C:16]=1[I:46])=[O:33])[CH2:36][OH:37]. (2) Given the reactants [N+:1]([C:4]1[CH:10]=[C:9]([N+:11]([O-:13])=[O:12])[CH:8]=[C:7](Br)[C:5]=1[NH2:6])([O-:3])=[O:2].[CH2:15]([Sn](CC)(CC)CC)[CH3:16], predict the reaction product. The product is: [N+:1]([C:4]1[CH:10]=[C:9]([N+:11]([O-:13])=[O:12])[CH:8]=[C:7]([CH2:15][CH3:16])[C:5]=1[NH2:6])([O-:3])=[O:2]. (3) The product is: [C:8]([C:6]1[CH:5]=[CH:4][C:3]([S:10]([NH2:13])(=[O:11])=[O:12])=[C:2]([NH:1][S:24](/[CH:23]=[CH:22]/[C:17]2[CH:18]=[CH:19][C:20]([Cl:21])=[C:15]([Cl:14])[CH:16]=2)(=[O:26])=[O:25])[CH:7]=1)#[N:9]. Given the reactants [NH2:1][C:2]1[CH:7]=[C:6]([C:8]#[N:9])[CH:5]=[CH:4][C:3]=1[S:10]([NH2:13])(=[O:12])=[O:11].[Cl:14][C:15]1[CH:16]=[C:17](/[CH:22]=[CH:23]/[S:24](Cl)(=[O:26])=[O:25])[CH:18]=[CH:19][C:20]=1[Cl:21], predict the reaction product. (4) Given the reactants [Cl:1][CH2:2][CH2:3][CH2:4][CH2:5][C:6]1([CH2:17][CH3:18])[C:14]2[C:9](=[CH:10][CH:11]=[C:12]([F:15])[CH:13]=2)[NH:8][C:7]1=[O:16].[Cl:19][C:20]1[CH:21]=[C:22]([N:26]2[CH2:31][CH2:30][NH:29][CH2:28][CH2:27]2)[CH:23]=[CH:24][CH:25]=1, predict the reaction product. The product is: [ClH:1].[Cl:19][C:20]1[CH:21]=[C:22]([N:26]2[CH2:31][CH2:30][N:29]([CH2:2][CH2:3][CH2:4][CH2:5][C:6]3([CH2:17][CH3:18])[C:14]4[C:9](=[CH:10][CH:11]=[C:12]([F:15])[CH:13]=4)[NH:8][C:7]3=[O:16])[CH2:28][CH2:27]2)[CH:23]=[CH:24][CH:25]=1. (5) Given the reactants [Cl:1][C:2]1[N:6]2[CH:7]=[C:8]([C:15]3[CH:19]=[CH:18][O:17][CH:16]=3)[CH:9]=[C:10]([C:11]([F:14])([F:13])[F:12])[C:5]2=[N:4][C:3]=1[C:20]([N:22]1[CH2:26][CH2:25][CH:24]([C:27]#[N:28])[CH2:23]1)=[O:21].[NH2:29][OH:30], predict the reaction product. The product is: [Cl:1][C:2]1[N:6]2[CH:7]=[C:8]([C:15]3[CH:19]=[CH:18][O:17][CH:16]=3)[CH:9]=[C:10]([C:11]([F:14])([F:13])[F:12])[C:5]2=[N:4][C:3]=1[C:20]([N:22]1[CH2:26][CH2:25][CH:24]([C:27]([NH:29][OH:30])=[NH:28])[CH2:23]1)=[O:21]. (6) Given the reactants [OH-].[Na+].C(OC([N:10]1[CH2:15][C@@H:14]([CH2:16][O:17][Si](C(C)C)(C(C)C)C(C)C)[C@H:13]([C:28]2[CH:33]=[CH:32][C:31]([C:34]([O:36][CH3:37])=O)=[CH:30][CH:29]=2)[C@@H:12]([O:38][CH2:39][C:40]2[CH:41]=[CH:42][C:43]3[O:48][CH2:47][C:46](=O)[N:45]([CH2:50][CH2:51][CH2:52][O:53][CH3:54])[C:44]=3[CH:55]=2)[CH2:11]1)=O)(C)(C)C.[CH2:56]1[CH2:60][O:59][CH2:58][CH2:57]1, predict the reaction product. The product is: [CH2:60]([O:59][C@H:58]([CH3:57])[CH2:37][O:36][CH2:34][C:31]1[CH:32]=[CH:33][C:28]([C@@H:13]2[C@@H:12]([O:38][CH2:39][C:40]3[CH:41]=[CH:42][C:43]4[O:48][CH2:47][CH2:46][N:45]([CH2:50][CH2:51][CH2:52][O:53][CH3:54])[C:44]=4[CH:55]=3)[CH2:11][NH:10][CH2:15][C@H:14]2[CH2:16][OH:17])=[CH:29][CH:30]=1)[CH3:56]. (7) Given the reactants [CH2:1]([O:3][C:4]([C:6]1([CH3:27])[CH2:11][CH2:10][N:9]([C:12]2[CH2:26][C:15]3([CH2:18][N:17](C(OC(C)(C)C)=O)[CH2:16]3)[O:14][N:13]=2)[CH2:8][CH2:7]1)=[O:5])[CH3:2].[CH:28]1([C:31]2[C:36]([C:37]3[CH:42]=[CH:41][C:40]([F:43])=[CH:39][C:38]=3[F:44])=[C:35]([F:45])[C:34]([O:46][CH2:47][CH3:48])=[C:33]([CH:49]=O)[CH:32]=2)[CH2:30][CH2:29]1, predict the reaction product. The product is: [CH:28]1([C:31]2[C:36]([C:37]3[CH:42]=[CH:41][C:40]([F:43])=[CH:39][C:38]=3[F:44])=[C:35]([F:45])[C:34]([O:46][CH2:47][CH3:48])=[C:33]([CH2:49][N:17]3[CH2:16][C:15]4([CH2:26][C:12]([N:9]5[CH2:8][CH2:7][C:6]([CH3:27])([C:4]([O:3][CH2:1][CH3:2])=[O:5])[CH2:11][CH2:10]5)=[N:13][O:14]4)[CH2:18]3)[CH:32]=2)[CH2:30][CH2:29]1.